This data is from Full USPTO retrosynthesis dataset with 1.9M reactions from patents (1976-2016). The task is: Predict the reactants needed to synthesize the given product. (1) Given the product [CH2:12]([O:19][C:20]([N:22]1[C@H:23]([CH3:29])[CH2:24][CH2:25][C@H:26]2[C@@H:27]([O:9]2)[CH2:28]1)=[O:21])[C:13]1[CH:14]=[CH:15][CH:16]=[CH:17][CH:18]=1, predict the reactants needed to synthesize it. The reactants are: ClC1C=CC=C(C(OO)=[O:9])C=1.[CH2:12]([O:19][C:20]([N:22]1[CH2:28][CH:27]=[CH:26][CH2:25][CH2:24][CH:23]1[CH3:29])=[O:21])[C:13]1[CH:18]=[CH:17][CH:16]=[CH:15][CH:14]=1. (2) The reactants are: CS[C:3]1[S:4]/[C:5](=[CH:9]\[C:10]2[CH:11]=[C:12]3[C:17](=[CH:18][CH:19]=2)[N:16]=[CH:15][CH:14]=[CH:13]3)/[C:6](=[O:8])[N:7]=1.[OH:20][C@@H:21]1[CH2:26][CH2:25][CH2:24][CH2:23][C@H:22]1[NH2:27].CCN(C(C)C)C(C)C. Given the product [OH:20][C@@H:21]1[CH2:26][CH2:25][CH2:24][CH2:23][C@H:22]1[NH:27][C:3]1[S:4]/[C:5](=[CH:9]\[C:10]2[CH:11]=[C:12]3[C:17](=[CH:18][CH:19]=2)[N:16]=[CH:15][CH:14]=[CH:13]3)/[C:6](=[O:8])[N:7]=1, predict the reactants needed to synthesize it. (3) Given the product [Cl:1][C:2]1[CH:31]=[CH:30][CH:29]=[C:28]([C:32]([F:33])([F:35])[F:34])[C:3]=1[C:4]([N:6]1[C:14]2[C:9](=[C:10]([F:15])[CH:11]=[CH:12][CH:13]=2)[C:8]([C:16]2[CH2:21][CH2:20][CH:19]([C:22]([OH:24])=[O:23])[CH:18]([OH:27])[CH:17]=2)=[N:7]1)=[O:5], predict the reactants needed to synthesize it. The reactants are: [Cl:1][C:2]1[CH:31]=[CH:30][CH:29]=[C:28]([C:32]([F:35])([F:34])[F:33])[C:3]=1[C:4]([N:6]1[C:14]2[C:9](=[C:10]([F:15])[CH:11]=[CH:12][CH:13]=2)[C:8]([C:16]2[CH2:21][CH2:20][CH:19]([C:22]([O:24]CC)=[O:23])[CH:18]([OH:27])[CH:17]=2)=[N:7]1)=[O:5].O[Li].O.CC(=O)OCC. (4) Given the product [CH2:17]([O:24][C:25]1[CH:33]=[CH:32][CH:31]=[CH:30][C:26]=1[C:27]1[O:14][C:13]([C:3]2[C:4]([C:7]3[CH:12]=[CH:11][CH:10]=[CH:9][CH:8]=3)=[N:5][O:6][C:2]=2[CH3:1])=[N:15][N:16]=1)[C:18]1[CH:19]=[CH:20][CH:21]=[CH:22][CH:23]=1, predict the reactants needed to synthesize it. The reactants are: [CH3:1][C:2]1[O:6][N:5]=[C:4]([C:7]2[CH:12]=[CH:11][CH:10]=[CH:9][CH:8]=2)[C:3]=1[C:13]([NH:15][NH2:16])=[O:14].[CH2:17]([O:24][C:25]1[CH:33]=[CH:32][CH:31]=[CH:30][C:26]=1[C:27](O)=O)[C:18]1[CH:23]=[CH:22][CH:21]=[CH:20][CH:19]=1. (5) The reactants are: Br[C:2]1[C:3]([NH2:9])=[N:4][C:5](=[O:8])[NH:6][CH:7]=1.[NH:10]1[CH2:15][CH2:14][CH2:13][CH:12]([CH2:16][NH:17][C:18](=[O:24])[O:19][C:20]([CH3:23])([CH3:22])[CH3:21])[CH2:11]1.C(N(C(C)C)CC)(C)C. Given the product [C:20]([O:19][C:18](=[O:24])[NH:17][CH2:16][CH:12]1[CH2:13][CH2:14][CH2:15][N:10]([C:2]2[CH:7]=[N:6][C:5](=[O:8])[NH:4][C:3]=2[NH2:9])[CH2:11]1)([CH3:23])([CH3:21])[CH3:22], predict the reactants needed to synthesize it. (6) The reactants are: [C:1]([O:5][C:6]([NH:8][C@H:9]1[CH2:14][CH2:13][N:12]([C:15]([O:17][CH2:18][C:19]2[CH:24]=[CH:23][CH:22]=[CH:21][CH:20]=2)=[O:16])[CH2:11][C@@H:10]1[OH:25])=[O:7])([CH3:4])([CH3:3])[CH3:2].[OH-].[Na+].[CH3:28]OS(OC)(=O)=O.O. Given the product [C:1]([O:5][C:6]([NH:8][C@@H:9]1[CH2:14][CH2:13][N:12]([C:15]([O:17][CH2:18][C:19]2[CH:24]=[CH:23][CH:22]=[CH:21][CH:20]=2)=[O:16])[CH2:11][C@H:10]1[O:25][CH3:28])=[O:7])([CH3:4])([CH3:2])[CH3:3], predict the reactants needed to synthesize it. (7) Given the product [C:25]([C:20]1[CH:21]=[CH:22][CH:23]=[CH:24][C:19]=1[C:16]1[CH:17]=[CH:18][C:13]([C:12]2[C:11]([C:27]#[N:28])=[C:10]([CH2:29][CH3:30])[N:9]([CH3:31])[C:8]=2[C:6]2[NH:5][CH:4]=[N:2][N:33]=2)=[CH:14][CH:15]=1)#[N:26], predict the reactants needed to synthesize it. The reactants are: C[N:2]([CH:4]=[N:5][C:6]([C:8]1[N:9]([CH3:31])[C:10]([CH2:29][CH3:30])=[C:11]([C:27]#[N:28])[C:12]=1[C:13]1[CH:18]=[CH:17][C:16]([C:19]2[CH:24]=[CH:23][CH:22]=[CH:21][C:20]=2[C:25]#[N:26])=[CH:15][CH:14]=1)=O)C.O.[NH2:33]N. (8) Given the product [Br:1][C:2]1[CH:3]=[C:4]2[C:5](=[CH:6][CH:7]=1)[NH:8][C:22](=[O:28])[N:16]([CH3:17])[CH:9]2[C:10]1[CH:15]=[CH:14][CH:13]=[CH:12][CH:11]=1, predict the reactants needed to synthesize it. The reactants are: [Br:1][C:2]1[CH:7]=[CH:6][C:5]([NH2:8])=[C:4]([CH:9]([NH:16][CH3:17])[C:10]2[CH:15]=[CH:14][CH:13]=[CH:12][CH:11]=2)[CH:3]=1.ClC(Cl)(O[C:22](=[O:28])OC(Cl)(Cl)Cl)Cl.O.CCOC(C)=O. (9) The reactants are: [C:1]([O:5][C:6](=[O:17])[CH2:7][CH:8]1[CH2:13][CH2:12][CH:11]([C:14]([OH:16])=O)[CH2:10][CH2:9]1)([CH3:4])([CH3:3])[CH3:2].Cl.[NH2:19][CH2:20][C:21]([C:23]1[CH:28]=[CH:27][C:26]([N+:29]([O-:31])=[O:30])=[CH:25][CH:24]=1)=[O:22].F[P-](F)(F)(F)(F)F.N1(O[P+](N(C)C)(N(C)C)N(C)C)C2C=CC=CC=2N=N1.C(N(CC)CC)C. Given the product [N+:29]([C:26]1[CH:25]=[CH:24][C:23]([C:21](=[O:22])[CH2:20][NH:19][C:14]([CH:11]2[CH2:10][CH2:9][CH:8]([CH2:7][C:6]([O:5][C:1]([CH3:2])([CH3:3])[CH3:4])=[O:17])[CH2:13][CH2:12]2)=[O:16])=[CH:28][CH:27]=1)([O-:31])=[O:30], predict the reactants needed to synthesize it. (10) Given the product [NH2:2][N:3]1[C:6](=[O:5])[C:7]2[C:8](=[CH:9][CH:10]=[CH:11][CH:12]=2)[N:13]=[C:14]1[CH3:15], predict the reactants needed to synthesize it. The reactants are: O.[NH2:2][NH2:3].C[O:5][C:6](=O)[C:7]1[CH:12]=[CH:11][CH:10]=[CH:9][C:8]=1[NH:13][C:14](=O)[CH3:15].